Task: Regression/Classification. Given a drug SMILES string, predict its absorption, distribution, metabolism, or excretion properties. Task type varies by dataset: regression for continuous measurements (e.g., permeability, clearance, half-life) or binary classification for categorical outcomes (e.g., BBB penetration, CYP inhibition). For this dataset (clearance_hepatocyte_az), we predict log10(clearance) (log10 of the in vitro intrinsic clearance, CLint, in uL/min per 10^6 hepatocytes; values are censored to the assay range of 3 to 150, which is 0.477 to 2.18 on this log10 scale).. Dataset: Hepatocyte clearance measurements from AstraZeneca The molecule is CCC(CC)C[C@H](c1ccc(C(=O)O)c(Oc2cccc(Cl)c2)c1)N1CCC[C@H](n2cc(C)c(=O)[nH]c2=O)C1. The log10(clearance) is 1.56.